Dataset: Forward reaction prediction with 1.9M reactions from USPTO patents (1976-2016). Task: Predict the product of the given reaction. (1) Given the reactants [CH2:1]([C@@:4]1([C:27]2[CH:32]=[CH:31][C:30]([F:33])=[CH:29][CH:28]=2)[O:9][C:8](=[O:10])[N:7]([C@H:11]2[CH2:16][CH2:15][CH2:14][N:13]([C:17]([O:19][CH2:20][C:21]3[CH:26]=[CH:25][CH:24]=[CH:23][CH:22]=3)=[O:18])[CH2:12]2)[CH2:6][CH2:5]1)[CH:2]=[CH2:3].C1C[O:37]CC1, predict the reaction product. The product is: [F:33][C:30]1[CH:29]=[CH:28][C:27]([C@:4]2([CH2:1][CH2:2][CH2:3][OH:37])[O:9][C:8](=[O:10])[N:7]([C@H:11]3[CH2:16][CH2:15][CH2:14][N:13]([C:17]([O:19][CH2:20][C:21]4[CH:22]=[CH:23][CH:24]=[CH:25][CH:26]=4)=[O:18])[CH2:12]3)[CH2:6][CH2:5]2)=[CH:32][CH:31]=1. (2) Given the reactants C([Li])CCC.C(#N)C.C(=O)=O.CC1(C)CCCC(C)(C)N1.[CH3:22][O:23][C:24]1[N:25]=[N:26][C:27]([O:30][CH3:31])=[CH:28][CH:29]=1.[CH:32]1([NH:37][C:38]2[C:43](I)=[CH:42][N:41]=[C:40]([NH2:45])[N:39]=2)[CH2:36][CH2:35][CH2:34][CH2:33]1.[NH4+].[Cl-], predict the reaction product. The product is: [CH:32]1([NH:37][C:38]2[C:43]([C:29]3[CH:28]=[C:27]([O:30][CH3:31])[N:26]=[N:25][C:24]=3[O:23][CH3:22])=[CH:42][N:41]=[C:40]([NH2:45])[N:39]=2)[CH2:33][CH2:34][CH2:35][CH2:36]1. (3) The product is: [CH2:13]([C:17]1[N:18]=[C:19]([CH3:44])[N:20]([C:39]2[CH:43]=[CH:42][O:41][CH:40]=2)[C:21](=[O:38])[C:22]=1[CH2:23][C:24]1[CH:25]=[CH:26][C:27]([C:30]2[CH:35]=[CH:34][CH:33]=[CH:32][C:31]=2[C:36]2[NH:3][C:4](=[O:7])[O:5][N:37]=2)=[CH:28][CH:29]=1)[CH2:14][CH2:15][CH3:16]. Given the reactants [Cl-].O[NH3+:3].[C:4](=[O:7])([O-])[OH:5].[Na+].CS(C)=O.[CH2:13]([C:17]1[N:18]=[C:19]([CH3:44])[N:20]([C:39]2[CH:43]=[CH:42][O:41][CH:40]=2)[C:21](=[O:38])[C:22]=1[CH2:23][C:24]1[CH:29]=[CH:28][C:27]([C:30]2[C:31]([C:36]#[N:37])=[CH:32][CH:33]=[CH:34][CH:35]=2)=[CH:26][CH:25]=1)[CH2:14][CH2:15][CH3:16], predict the reaction product. (4) Given the reactants [CH3:1][O:2][CH2:3][CH2:4][NH:5][C@H:6]1[CH2:11][CH2:10][C@H:9]([NH:12][C:13](=[O:19])[O:14][C:15]([CH3:18])([CH3:17])[CH3:16])[CH2:8][CH2:7]1.C(O)(=O)C.C(O[C:27]1(O[Si](C)(C)C)[CH2:29][CH2:28]1)C.C([BH3-])#N.[Na+], predict the reaction product. The product is: [CH:27]1([N:5]([CH2:4][CH2:3][O:2][CH3:1])[C@H:6]2[CH2:11][CH2:10][C@H:9]([NH:12][C:13](=[O:19])[O:14][C:15]([CH3:16])([CH3:18])[CH3:17])[CH2:8][CH2:7]2)[CH2:29][CH2:28]1.